This data is from Catalyst prediction with 721,799 reactions and 888 catalyst types from USPTO. The task is: Predict which catalyst facilitates the given reaction. Reactant: [C:1]1([S:7]([N:10]2[C:14]3=[N:15][C:16]([O:19][CH3:20])=[CH:17][CH:18]=[C:13]3[CH:12]=[C:11]2[CH:21]([OH:28])[CH2:22][CH:23]2[CH2:27][CH2:26][CH2:25][CH2:24]2)(=[O:9])=[O:8])[CH:6]=[CH:5][CH:4]=[CH:3][CH:2]=1.CC(OI1(OC(C)=O)(OC(C)=O)OC(=O)C2C=CC=CC1=2)=O. Product: [C:1]1([S:7]([N:10]2[C:14]3=[N:15][C:16]([O:19][CH3:20])=[CH:17][CH:18]=[C:13]3[CH:12]=[C:11]2[C:21](=[O:28])[CH2:22][CH:23]2[CH2:24][CH2:25][CH2:26][CH2:27]2)(=[O:8])=[O:9])[CH:2]=[CH:3][CH:4]=[CH:5][CH:6]=1. The catalyst class is: 4.